This data is from Catalyst prediction with 721,799 reactions and 888 catalyst types from USPTO. The task is: Predict which catalyst facilitates the given reaction. (1) Reactant: Br[C:2]1[C:7]2[NH:8][C:9]3[CH:10]=[CH:11][C:12]([F:15])=[CH:13][C:14]=3[C:6]=2[C:5]([NH:16][CH3:17])=[N:4][CH:3]=1.[Cu][C:19]#[N:20]. Product: [F:15][C:12]1[CH:11]=[CH:10][C:9]2[NH:8][C:7]3[C:2]([C:19]#[N:20])=[CH:3][N:4]=[C:5]([NH:16][CH3:17])[C:6]=3[C:14]=2[CH:13]=1. The catalyst class is: 514. (2) Reactant: [Cl:1][C:2]1[C:3]([C:28]([O:30]CC)=[O:29])=[N:4][N:5]([C:14]2[CH:19]=[C:18]([C:20]([CH3:23])([CH3:22])[CH3:21])[N:17]=[C:16]([C:24]([CH3:27])([CH3:26])[CH3:25])[CH:15]=2)[C:6]=1[CH2:7][CH:8]1[CH2:13][CH2:12][CH2:11][CH2:10][CH2:9]1.O[Li].O. Product: [Cl:1][C:2]1[C:3]([C:28]([OH:30])=[O:29])=[N:4][N:5]([C:14]2[CH:15]=[C:16]([C:24]([CH3:27])([CH3:25])[CH3:26])[N:17]=[C:18]([C:20]([CH3:23])([CH3:22])[CH3:21])[CH:19]=2)[C:6]=1[CH2:7][CH:8]1[CH2:9][CH2:10][CH2:11][CH2:12][CH2:13]1. The catalyst class is: 20. (3) Reactant: [NH:1]1[C:5]2[CH:6]=[CH:7][C:8]([C:10]3[NH:11][C:12]4[N:13]([N:17]=[CH:18][C:19]=4[C:20]([OH:22])=O)[C:14](=[O:16])[CH:15]=3)=[CH:9][C:4]=2[N:3]=[N:2]1.C1N=CN(C(N2C=NC=C2)=O)C=1.[CH2:35]([NH2:38])[C:36]#[CH:37]. Product: [NH:1]1[C:5]2[CH:6]=[CH:7][C:8]([C:10]3[NH:11][C:12]4[N:13]([N:17]=[CH:18][C:19]=4[C:20]([NH:38][CH2:35][C:36]#[CH:37])=[O:22])[C:14](=[O:16])[CH:15]=3)=[CH:9][C:4]=2[N:3]=[N:2]1. The catalyst class is: 3. (4) Reactant: [N:1]([C:4]1([CH2:21][OH:22])[C:17]2[CH:16]=[C:15]([Cl:18])[N:14]=[C:13]([F:19])[C:12]=2[O:11][C:10]2[C:5]1=[CH:6][C:7]([Br:20])=[CH:8][CH:9]=2)=[N+]=[N-].[H-].[H-].[H-].[H-].[Li+].[Al+3]. Product: [NH2:1][C:4]1([CH2:21][OH:22])[C:17]2[CH:16]=[C:15]([Cl:18])[N:14]=[C:13]([F:19])[C:12]=2[O:11][C:10]2[C:5]1=[CH:6][C:7]([Br:20])=[CH:8][CH:9]=2. The catalyst class is: 1. (5) Reactant: [N:1]1([C:6]([O:8][C:9]2[CH:14]=[CH:13][CH:12]=[CH:11][C:10]=2[CH2:15][CH2:16][CH3:17])=[O:7])[CH:5]=[CH:4]N=[CH:2]1.Cl.[O:19]1[C@H:26]2[C@H](NCC2)[C@@H:21]([OH:27])[CH2:20]1.C(N(CC)CC)C. Product: [OH:27][C@@H:21]1[C@H:2]2[N:1]([C:6]([O:8][C:9]3[CH:14]=[CH:13][CH:12]=[CH:11][C:10]=3[CH2:15][CH2:16][CH3:17])=[O:7])[CH2:5][CH2:4][C@H:26]2[O:19][CH2:20]1. The catalyst class is: 4.